This data is from Full USPTO retrosynthesis dataset with 1.9M reactions from patents (1976-2016). The task is: Predict the reactants needed to synthesize the given product. (1) Given the product [Si:37]([O:18][CH2:17][C@H:10]1[O:9][C@:8]([C:5]2[CH:6]=[CH:7][C:2]([Cl:1])=[C:3]([CH2:21][C:22]3[CH:27]=[CH:26][C:25]([O:28][C:29]([F:32])([F:30])[F:31])=[CH:24][CH:23]=3)[CH:4]=2)([O:19][CH3:20])[C@H:13]([OH:14])[C@@H:12]([OH:15])[C@@H:11]1[OH:16])([C:34]([CH3:36])([CH3:35])[CH3:33])([CH3:39])[CH3:38], predict the reactants needed to synthesize it. The reactants are: [Cl:1][C:2]1[CH:7]=[CH:6][C:5]([C@@:8]2([O:19][CH3:20])[C@H:13]([OH:14])[C@@H:12]([OH:15])[C@H:11]([OH:16])[C@@H:10]([CH2:17][OH:18])[O:9]2)=[CH:4][C:3]=1[CH2:21][C:22]1[CH:27]=[CH:26][C:25]([O:28][C:29]([F:32])([F:31])[F:30])=[CH:24][CH:23]=1.[CH3:33][C:34]([Si:37](Cl)([CH3:39])[CH3:38])([CH3:36])[CH3:35]. (2) Given the product [Br:1][C:2]1[CH:3]=[C:4]([C:9]([F:10])([F:11])[F:12])[C:5]([OH:8])=[C:6]([I:13])[CH:7]=1, predict the reactants needed to synthesize it. The reactants are: [Br:1][C:2]1[CH:7]=[CH:6][C:5]([OH:8])=[C:4]([C:9]([F:12])([F:11])[F:10])[CH:3]=1.[I:13]I.Cl. (3) The reactants are: Br[C:2]1[CH:7]=[CH:6][C:5]([CH3:8])=[CH:4][N:3]=1.C(N(CC)CC)C.[CH3:16][OH:17].[Cl-].[Na+].CN(C)[CH:22]=[O:23]. Given the product [CH3:8][C:5]1[CH:6]=[CH:7][C:2]([C:16]([O:23][CH3:22])=[O:17])=[N:3][CH:4]=1, predict the reactants needed to synthesize it. (4) Given the product [CH:1]1([N:5]2[CH2:6][CH2:7][C:8]3[CH:15]=[CH:14][C:13]([O:16][C@H:17]4[CH2:35][CH2:36][C@H:31]([C:29]([N:23]5[CH2:24][CH2:25][O:26][CH2:27][CH2:28]5)=[O:30])[CH2:32][CH2:33]4)=[CH:12][C:9]=3[CH2:10][CH2:11]2)[CH2:2][CH2:3][CH2:4]1, predict the reactants needed to synthesize it. The reactants are: [CH:1]1([N:5]2[CH2:11][CH2:10][C:9]3[CH:12]=[C:13]([O:16][CH:17]4CCNCC4)[CH:14]=[CH:15][C:8]=3[CH2:7][CH2:6]2)[CH2:4][CH2:3][CH2:2]1.[N:23]1([C:29]([C@@H:31]2[CH2:36][CH2:35][C@H](O)[CH2:33][CH2:32]2)=[O:30])[CH2:28][CH2:27][O:26][CH2:25][CH2:24]1. (5) Given the product [CH3:11][O:12][CH:13]([O:16][CH3:17])[CH2:14][NH:15][C:9]([NH:8][C:4]1[CH:5]=[CH:6][CH:7]=[C:2]([I:1])[CH:3]=1)=[O:10], predict the reactants needed to synthesize it. The reactants are: [I:1][C:2]1[CH:3]=[C:4]([N:8]=[C:9]=[O:10])[CH:5]=[CH:6][CH:7]=1.[CH3:11][O:12][CH:13]([O:16][CH3:17])[CH2:14][NH2:15]. (6) Given the product [OH:4][C:5]1[C:6]([C:19](=[O:3])[CH2:20][CH2:21][C:22]2[S:23][C:24]3[CH:33]=[C:32]([C:34]([F:36])([F:35])[F:37])[CH:31]=[CH:30][C:25]=3[C:26]=2[CH2:27][CH2:28][CH3:29])=[CH:7][C:8]([CH3:18])=[C:9]([CH:17]=1)[O:10][CH2:11][C:12]([OH:14])=[O:13], predict the reactants needed to synthesize it. The reactants are: C([OH:3])C.[OH:4][C:5]1[C:6]([C:19](=NO)[CH2:20][CH2:21][C:22]2[S:23][C:24]3[CH:33]=[C:32]([C:34]([F:37])([F:36])[F:35])[CH:31]=[CH:30][C:25]=3[C:26]=2[CH2:27][CH2:28][CH3:29])=[CH:7][C:8]([CH3:18])=[C:9]([CH:17]=1)[O:10][CH2:11][C:12]([O:14]CC)=[O:13].O.[OH-].[Li+].Cl.